This data is from Forward reaction prediction with 1.9M reactions from USPTO patents (1976-2016). The task is: Predict the product of the given reaction. (1) Given the reactants Br[C:2]1[N:6]([CH3:7])[CH:5]=[N:4][C:3]=1[C:8]1[CH:13]=[C:12]([C:14]#[N:15])[CH:11]=[CH:10][N:9]=1.[F:16][C:17]([F:28])([F:27])[C:18]1[CH:23]=[CH:22][C:21](B(O)O)=[CH:20][CH:19]=1, predict the reaction product. The product is: [CH3:7][N:6]1[C:2]([C:21]2[CH:22]=[CH:23][C:18]([C:17]([F:28])([F:27])[F:16])=[CH:19][CH:20]=2)=[C:3]([C:8]2[CH:13]=[C:12]([C:14]#[N:15])[CH:11]=[CH:10][N:9]=2)[N:4]=[CH:5]1. (2) Given the reactants [CH3:1][O:2][C:3](=[O:23])/[C:4](/[C:16]1[CH:21]=[CH:20][CH:19]=[CH:18][C:17]=1Br)=[C:5](\[NH:7][CH:8]([CH:10]1[CH2:15][CH2:14][O:13][CH2:12][CH2:11]1)[CH3:9])/[CH3:6].C[O-].[Na+].C1(P(C2CCCCC2)C2CCCCC2)CCCCC1, predict the reaction product. The product is: [CH3:6][C:5]1[N:7]([CH:8]([CH:10]2[CH2:15][CH2:14][O:13][CH2:12][CH2:11]2)[CH3:9])[C:21]2[C:16]([C:4]=1[C:3]([O:2][CH3:1])=[O:23])=[CH:17][CH:18]=[CH:19][CH:20]=2. (3) Given the reactants [I:1][C:2]1[CH:3]=[CH:4][C:5]([N+:11]([O-:13])=[O:12])=[C:6]([CH:10]=1)[C:7](O)=[O:8].O1CCCC1.B, predict the reaction product. The product is: [I:1][C:2]1[CH:3]=[CH:4][C:5]([N+:11]([O-:13])=[O:12])=[C:6]([CH:10]=1)[CH:7]=[O:8]. (4) Given the reactants I[C:2]1[C:10]2[C:5](=[CH:6][CH:7]=[CH:8][CH:9]=2)[NH:4][C:3]=1[C:11]([O:13][CH2:14][CH3:15])=[O:12].C([O-])([O-])=O.[Na+].[Na+].[Cl:22][C:23]1[CH:24]=[C:25](B(O)O)[CH:26]=[CH:27][CH:28]=1, predict the reaction product. The product is: [Cl:22][C:23]1[CH:28]=[C:27]([C:2]2[C:10]3[C:5](=[CH:6][CH:7]=[CH:8][CH:9]=3)[NH:4][C:3]=2[C:11]([O:13][CH2:14][CH3:15])=[O:12])[CH:26]=[CH:25][CH:24]=1. (5) The product is: [OH:8][CH2:7][C:6]1[N:2]([CH3:1])[CH:3]=[N:4][C:5]=1[N:9]1[C:33](=[O:34])[C:12]2=[CH:13][N:14]([CH2:21][C:22]3[CH:27]=[CH:26][C:25]([N:28]4[CH:32]=[CH:31][CH:30]=[N:29]4)=[CH:24][CH:23]=3)[C:15]3[CH:16]=[CH:17][CH:18]=[CH:19][C:20]=3[C:11]2=[N:10]1. Given the reactants [CH3:1][N:2]1[C:6]([CH:7]=[O:8])=[C:5]([N:9]2[C:33](=[O:34])[C:12]3=[CH:13][N:14]([CH2:21][C:22]4[CH:27]=[CH:26][C:25]([N:28]5[CH:32]=[CH:31][CH:30]=[N:29]5)=[CH:24][CH:23]=4)[C:15]4[CH:16]=[CH:17][CH:18]=[CH:19][C:20]=4[C:11]3=[N:10]2)[N:4]=[CH:3]1.C([BH3-])#N.[Na+], predict the reaction product. (6) Given the reactants I[CH2:2][C:3]1([CH3:13])[O:8][CH2:7][C@@H:6]2[CH2:9][NH:10][CH2:11][CH2:12][N:5]2[CH2:4]1.CCN(CC)CC, predict the reaction product. The product is: [CH3:2][C:3]1([CH3:13])[O:8][CH2:7][C@@H:6]2[CH2:9][NH:10][CH2:11][CH2:12][N:5]2[CH2:4]1. (7) Given the reactants [CH2:1]([Si:9]([CH3:12])([CH3:11])Cl)[CH2:2][CH2:3][CH2:4][CH2:5][CH2:6][CH2:7][CH3:8].[OH2:13].C(N(CC)CC)C, predict the reaction product. The product is: [CH2:1]([Si:9]([CH3:12])([CH3:11])[OH:13])[CH2:2][CH2:3][CH2:4][CH2:5][CH2:6][CH2:7][CH3:8]. (8) Given the reactants [NH2:1][C:2]1[CH:10]=[CH:9][C:5]2[NH:6][CH:7]=[N:8][C:4]=2[CH:3]=1.[N:11]([CH2:14][CH:15]1[CH2:19][CH2:18][CH2:17][O:16]1)=[C:12]=[S:13], predict the reaction product. The product is: [NH:6]1[C:5]2[CH:9]=[CH:10][C:2]([NH:1][C:12]([NH:11][CH2:14][CH:15]3[CH2:19][CH2:18][CH2:17][O:16]3)=[S:13])=[CH:3][C:4]=2[N:8]=[CH:7]1.